From a dataset of Catalyst prediction with 721,799 reactions and 888 catalyst types from USPTO. Predict which catalyst facilitates the given reaction. (1) Reactant: CC1(C)C(C)(C)OB([C:9]2[CH:14]=[CH:13][CH:12]=[CH:11][C:10]=2[S:15][CH2:16][C:17]2[C:22]([O:23][CH3:24])=[CH:21][C:20]([O:25][CH3:26])=[CH:19][C:18]=2[O:27][CH3:28])O1.[OH2:30]. Product: [CH3:24][O:23][C:22]1[CH:21]=[C:20]([O:25][CH3:26])[CH:19]=[C:18]([O:27][CH3:28])[C:17]=1[CH2:16][S:15][C:10]1[CH:11]=[CH:12][CH:13]=[CH:14][C:9]=1[C:9]1[CH:14]=[CH:13][CH:12]=[C:11]([OH:30])[CH:10]=1. The catalyst class is: 176. (2) Reactant: [Br:1][C:2]1[CH:10]=[C:9]2[C:5]([C:6]([F:11])=[N:7][NH:8]2)=[CH:4][CH:3]=1.[C:12](=O)([O-])[O-].[Cs+].[Cs+].IC. Product: [Br:1][C:2]1[CH:10]=[C:9]2[C:5]([C:6]([F:11])=[N:7][N:8]2[CH3:12])=[CH:4][CH:3]=1. The catalyst class is: 10.